Dataset: Catalyst prediction with 721,799 reactions and 888 catalyst types from USPTO. Task: Predict which catalyst facilitates the given reaction. (1) Reactant: O[C:2]1[CH:3]=[C:4]([C:8]2[CH:9]=[C:10]3[N:15]([CH:16]=2)[CH:14]=[CH:13][CH:12]=[CH:11]3)[CH:5]=[CH:6][CH:7]=1.[Cl-].[CH3:18][O-:19].[Na+]. Product: [N:15]1([CH2:16][CH2:8][CH2:18][O:19][C:5]2[CH:6]=[CH:7][CH:2]=[CH:3][C:4]=2[C:8]2[CH:9]=[C:10]3[N:15]([CH:16]=2)[CH:14]=[CH:13][CH:12]=[CH:11]3)[CH2:10][CH2:11][CH2:12][CH2:13][CH2:14]1. The catalyst class is: 9. (2) The catalyst class is: 3. Product: [Cl:1][C:2]1[CH:9]=[CH:8][C:5]([C:6]#[N:7])=[C:4]([O:11][C:12]2[C:21]3[C:16](=[CH:17][CH:18]=[CH:19][CH:20]=3)[C:15]([CH:22]=[O:23])=[CH:14][CH:13]=2)[CH:3]=1. Reactant: [Cl:1][C:2]1[CH:9]=[CH:8][C:5]([C:6]#[N:7])=[C:4](F)[CH:3]=1.[OH:11][C:12]1[C:21]2[C:16](=[CH:17][CH:18]=[CH:19][CH:20]=2)[C:15]([CH:22]=[O:23])=[CH:14][CH:13]=1.C(=O)([O-])[O-].[Cs+].[Cs+].O. (3) Reactant: S(Cl)([Cl:3])=O.[CH3:5][O:6][CH:7]([O:16][CH3:17])[C:8]1[N:13]=[CH:12][C:11]([CH2:14]O)=[CH:10][CH:9]=1. Product: [Cl:3][CH2:14][C:11]1[CH:10]=[CH:9][C:8]([CH:7]([O:16][CH3:17])[O:6][CH3:5])=[N:13][CH:12]=1. The catalyst class is: 2. (4) Reactant: O=P(Cl)(Cl)[Cl:3].CN([CH:9]=[O:10])C.[C:11]1([C:17]([CH2:19][C:20]2[CH:25]=[CH:24][CH:23]=[CH:22][CH:21]=2)=O)[CH:16]=[CH:15][CH:14]=[CH:13][CH:12]=1.C([O-])(=O)C.[Na+]. Product: [Cl:3][C:17]([C:11]1[CH:16]=[CH:15][CH:14]=[CH:13][CH:12]=1)=[C:19]([C:20]1[CH:25]=[CH:24][CH:23]=[CH:22][CH:21]=1)[CH:9]=[O:10]. The catalyst class is: 6. (5) Reactant: [CH3:1][C:2]1[N:3]=[C:4]([SH:15])[N:5]([C:8]2[CH:13]=[CH:12][C:11]([CH3:14])=[CH:10][CH:9]=2)[C:6]=1[CH3:7].[Br:16][C:17]1[CH:22]=[CH:21][CH:20]=[CH:19][C:18]=1[NH:23][C:24](=[O:27])[CH2:25]Cl.C(=O)([O-])[O-].[K+].[K+]. Product: [Br:16][C:17]1[CH:22]=[CH:21][CH:20]=[CH:19][C:18]=1[NH:23][C:24](=[O:27])[CH2:25][S:15][C:4]1[N:5]([C:8]2[CH:13]=[CH:12][C:11]([CH3:14])=[CH:10][CH:9]=2)[C:6]([CH3:7])=[C:2]([CH3:1])[N:3]=1. The catalyst class is: 3.